Dataset: Full USPTO retrosynthesis dataset with 1.9M reactions from patents (1976-2016). Task: Predict the reactants needed to synthesize the given product. Given the product [Br:1][C:2]1[NH:15][C:5]2[C:6](=[O:14])[NH:7][CH2:8][C:9]([Br:13])=[CH:10][C:4]=2[C:3]=1[Br:16], predict the reactants needed to synthesize it. The reactants are: [Br:1][C:2]1[NH:15][C:5]2[C:6](=[O:14])[NH:7][CH2:8][C@@H:9]([Br:13])[C@H:10](OC)[C:4]=2[C:3]=1[Br:16].